Dataset: Forward reaction prediction with 1.9M reactions from USPTO patents (1976-2016). Task: Predict the product of the given reaction. (1) Given the reactants [C:1]1([CH:7]([NH:9][C:10]2[CH:15]=[C:14](F)[CH:13]=[CH:12][C:11]=2[C:17](=[O:22])[C:18]([F:21])([F:20])[F:19])[CH3:8])[CH:6]=[CH:5][CH:4]=[CH:3][CH:2]=1.[N:23]1([C:29]([O:31][C:32]([CH3:35])([CH3:34])[CH3:33])=[O:30])[CH2:28][CH2:27][NH:26][CH2:25][CH2:24]1.C(N(CC)C(C)C)(C)C, predict the reaction product. The product is: [C:1]1([CH:7]([NH:9][C:10]2[CH:15]=[C:14]([N:26]3[CH2:25][CH2:24][N:23]([C:29]([O:31][C:32]([CH3:35])([CH3:34])[CH3:33])=[O:30])[CH2:28][CH2:27]3)[CH:13]=[CH:12][C:11]=2[C:17](=[O:22])[C:18]([F:21])([F:20])[F:19])[CH3:8])[CH:6]=[CH:5][CH:4]=[CH:3][CH:2]=1. (2) Given the reactants Br[CH2:2][C:3]1[CH:10]=[C:9]([C:11]2[CH2:15][C:14]([C:20]3[CH:25]=[C:24]([Cl:26])[CH:23]=[C:22]([Cl:27])[CH:21]=3)([C:16]([F:19])([F:18])[F:17])[O:13][N:12]=2)[CH:8]=[CH:7][C:4]=1[C:5]#[N:6].[C:28]([O-:31])(=[O:30])[CH3:29].[Na+], predict the reaction product. The product is: [C:28]([O:31][CH2:2][C:3]1[CH:10]=[C:9]([C:11]2[CH2:15][C:14]([C:20]3[CH:25]=[C:24]([Cl:26])[CH:23]=[C:22]([Cl:27])[CH:21]=3)([C:16]([F:17])([F:18])[F:19])[O:13][N:12]=2)[CH:8]=[CH:7][C:4]=1[C:5]#[N:6])(=[O:30])[CH3:29]. (3) Given the reactants Cl.C(N(S(C1C=CC(C)=CC=1)(=O)=O)[C@H](C(O)=O)CCCCN)C(C)C.[N+](C1C=CC(S(N[C@H](C(O)=O)CC2C3C(=CC=CC=3)NC=2)(=O)=O)=CC=1)([O-])=O.[CH3:53][C:54]1[CH:59]=[CH:58][C:57]([S:60]([N:63]([C@H:68]([C:100]([OH:102])=[O:101])[CH2:69][CH2:70][CH2:71][CH2:72][NH:73][C:74]([C@@H:76]([NH:87][S:88]([C:91]2[CH:96]=[CH:95][C:94]([N+:97]([O-])=O)=[CH:93][CH:92]=2)(=[O:90])=[O:89])[CH2:77][C:78]2[C:86]3[C:81](=[CH:82][CH:83]=[CH:84][CH:85]=3)[NH:80][CH:79]=2)=[O:75])[CH2:64][CH:65]([CH3:67])[CH3:66])(=[O:62])=[O:61])=[CH:56][CH:55]=1, predict the reaction product. The product is: [CH3:53][C:54]1[CH:55]=[CH:56][C:57]([S:60]([N:63]([C@H:68]([C:100]([OH:102])=[O:101])[CH2:69][CH2:70][CH2:71][CH2:72][NH:73][C:74]([C@@H:76]([NH:87][S:88]([C:91]2[CH:92]=[CH:93][C:94]([NH2:97])=[CH:95][CH:96]=2)(=[O:89])=[O:90])[CH2:77][C:78]2[C:86]3[C:81](=[CH:82][CH:83]=[CH:84][CH:85]=3)[NH:80][CH:79]=2)=[O:75])[CH2:64][CH:65]([CH3:67])[CH3:66])(=[O:61])=[O:62])=[CH:58][CH:59]=1. (4) Given the reactants C(OC([NH:8][CH2:9][CH2:10][CH2:11][N:12]1[C:16]2[CH:17]=[CH:18][C:19]([C:21]([OH:23])=O)=[CH:20][C:15]=2[N:14]=[CH:13]1)=O)(C)(C)C.[NH2:24][C:25]1[S:26][C:27]([CH:30]2[CH2:32][CH2:31]2)=[N:28][N:29]=1, predict the reaction product. The product is: [CH:30]1([C:27]2[S:26][C:25]([NH:24][C:21]([C:19]3[CH:18]=[CH:17][C:16]4[N:12]([CH2:11][CH2:10][CH2:9][NH2:8])[CH:13]=[N:14][C:15]=4[CH:20]=3)=[O:23])=[N:29][N:28]=2)[CH2:32][CH2:31]1. (5) Given the reactants [CH3:1][O:2][C:3]1[CH:28]=[C:27]([O:29][CH3:30])[CH:26]=[CH:25][C:4]=1[CH2:5][NH:6][C@@:7]([C@H:16]1[CH2:20][O:19][CH2:18][C@@H:17]1[S:21][CH2:22][C:23]#[N:24])([C:9]1[CH:14]=[CH:13][CH:12]=[CH:11][C:10]=1[F:15])[CH3:8].C(N(CC)CC)C.[F:38][C:39]([F:50])([F:49])[C:40](O[C:40](=[O:41])[C:39]([F:50])([F:49])[F:38])=[O:41], predict the reaction product. The product is: [C:23]([CH2:22][S:21][C@H:17]1[CH2:18][O:19][CH2:20][C@@H:16]1[C@:7]([N:6]([CH2:5][C:4]1[CH:25]=[CH:26][C:27]([O:29][CH3:30])=[CH:28][C:3]=1[O:2][CH3:1])[C:40](=[O:41])[C:39]([F:50])([F:49])[F:38])([C:9]1[CH:14]=[CH:13][CH:12]=[CH:11][C:10]=1[F:15])[CH3:8])#[N:24]. (6) Given the reactants Br[C:2]1[CH:3]=[CH:4][C:5]2[S:9](=[O:11])(=[O:10])[N:8]([CH:12]3[CH2:17][CH2:16][N:15]([C:18](=[O:20])[CH3:19])[CH2:14][CH2:13]3)[CH:7]([CH3:21])[C:6]=2[CH:22]=1.[F:23][C:24]1[CH:32]=[C:31]2[C:27]([C:28](B3OC(C)(C)C(C)(C)O3)=[CH:29][N:30]2[C:33]([O:35][C:36]([CH3:39])([CH3:38])[CH3:37])=[O:34])=[CH:26][CH:25]=1.[O-]P([O-])([O-])=O.[K+].[K+].[K+].N#N, predict the reaction product. The product is: [C:18]([N:15]1[CH2:16][CH2:17][CH:12]([N:8]2[CH:7]([CH3:21])[C:6]3[CH:22]=[C:2]([C:28]4[C:27]5[C:31](=[CH:32][C:24]([F:23])=[CH:25][CH:26]=5)[N:30]([C:33]([O:35][C:36]([CH3:39])([CH3:38])[CH3:37])=[O:34])[CH:29]=4)[CH:3]=[CH:4][C:5]=3[S:9]2(=[O:11])=[O:10])[CH2:13][CH2:14]1)(=[O:20])[CH3:19].